From a dataset of Full USPTO retrosynthesis dataset with 1.9M reactions from patents (1976-2016). Predict the reactants needed to synthesize the given product. (1) Given the product [CH2:14]([O:13][C:11]([C:10]1[CH:3]=[C:2]([C:4]([F:7])([F:6])[F:5])[NH:9][N:8]=1)=[O:12])[CH3:15], predict the reactants needed to synthesize it. The reactants are: Br[C:2]([C:4]([F:7])([F:6])[F:5])=[CH2:3].[N+:8](=[CH:10][C:11]([O:13][CH2:14][CH3:15])=[O:12])=[N-:9]. (2) The reactants are: [CH3:1][O:2][C:3]1[CH:12]=[CH:11][C:10]([C:13]2[CH:17]=[CH:16][S:15][CH:14]=2)=[CH:9][C:4]=1[C:5]([O:7]C)=[O:6].[OH-].[Li+]. Given the product [CH3:1][O:2][C:3]1[CH:12]=[CH:11][C:10]([C:13]2[CH:17]=[CH:16][S:15][CH:14]=2)=[CH:9][C:4]=1[C:5]([OH:7])=[O:6], predict the reactants needed to synthesize it. (3) Given the product [CH2:1]([NH:3][C:4]([C:6]1[CH:11]=[CH:10][C:9]([C:12]2[CH:13]=[C:14]3[C:20]([CH:28]([C:27]4[C:26]([F:30])=[CH:25][CH:24]=[C:23]([NH:31][S:32]([CH2:35][CH2:36][CH3:37])(=[O:34])=[O:33])[C:22]=4[F:21])[OH:29])=[CH:19][NH:18][C:15]3=[N:16][CH:17]=2)=[CH:8][N:7]=1)=[O:5])[CH3:2], predict the reactants needed to synthesize it. The reactants are: [CH2:1]([NH:3][C:4]([C:6]1[CH:11]=[CH:10][C:9]([C:12]2[CH:13]=[C:14]3[CH:20]=[CH:19][NH:18][C:15]3=[N:16][CH:17]=2)=[CH:8][N:7]=1)=[O:5])[CH3:2].[F:21][C:22]1[C:27]([CH:28]=[O:29])=[C:26]([F:30])[CH:25]=[CH:24][C:23]=1[NH:31][S:32]([CH2:35][CH2:36][CH3:37])(=[O:34])=[O:33].[OH-].[K+].Cl. (4) Given the product [C:35]([OH:47])(=[O:46])[CH2:36][C:37]([CH2:42][C:43]([OH:45])=[O:44])([C:39]([OH:41])=[O:40])[OH:38].[CH3:1][N:2]([CH3:34])[C:3]1([C:28]2[CH:29]=[CH:30][CH:31]=[CH:32][CH:33]=2)[CH2:8][CH2:7][CH:6]([CH2:9][NH:10][C:11]([N:13]2[CH2:18][CH2:17][CH2:16][CH:15]([C:19]3[C:27]4[C:22](=[CH:23][CH:24]=[CH:25][CH:26]=4)[NH:21][CH:20]=3)[CH2:14]2)=[O:12])[CH2:5][CH2:4]1, predict the reactants needed to synthesize it. The reactants are: [CH3:1][N:2]([CH3:34])[C:3]1([C:28]2[CH:33]=[CH:32][CH:31]=[CH:30][CH:29]=2)[CH2:8][CH2:7][CH:6]([CH2:9][NH:10][C:11]([N:13]2[CH2:18][CH2:17][CH2:16][CH:15]([C:19]3[C:27]4[C:22](=[CH:23][CH:24]=[CH:25][CH:26]=4)[NH:21][CH:20]=3)[CH2:14]2)=[O:12])[CH2:5][CH2:4]1.[C:35]([OH:47])(=[O:46])[CH2:36][C:37]([CH2:42][C:43]([OH:45])=[O:44])([C:39]([OH:41])=[O:40])[OH:38]. (5) Given the product [F:22][C:2]([F:1])([F:21])[C:3]([N:5]([CH2:6][C@H:7]1[CH2:11][CH2:10][N:9]([CH2:25][CH2:24][C:23]([O:27][C:28]([CH3:31])([CH3:30])[CH3:29])=[O:26])[CH2:8]1)[C@@H:12]1[CH2:14][C@H:13]1[C:15]1[CH:20]=[CH:19][CH:18]=[CH:17][CH:16]=1)=[O:4], predict the reactants needed to synthesize it. The reactants are: [F:1][C:2]([F:22])([F:21])[C:3]([N:5]([C@@H:12]1[CH2:14][C@H:13]1[C:15]1[CH:20]=[CH:19][CH:18]=[CH:17][CH:16]=1)[CH2:6][C@H:7]1[CH2:11][CH2:10][NH:9][CH2:8]1)=[O:4].[C:23]([O:27][C:28]([CH3:31])([CH3:30])[CH3:29])(=[O:26])[CH:24]=[CH2:25].C(N(CC)CC)C.